This data is from Forward reaction prediction with 1.9M reactions from USPTO patents (1976-2016). The task is: Predict the product of the given reaction. (1) The product is: [CH2:1]([C@:4]1([CH2:25][CH2:24][C:21]2[CH:22]=[CH:23][C:18]([Br:17])=[CH:19][C:20]=2[Cl:27])[C:9]([O:10][CH3:11])=[N:8][C@H:7]([CH:12]([CH3:14])[CH3:13])[C:6]([O:15][CH3:16])=[N:5]1)[CH:2]=[CH2:3]. Given the reactants [CH2:1]([CH:4]1[C:9]([O:10][CH3:11])=[N:8][C@H:7]([CH:12]([CH3:14])[CH3:13])[C:6]([O:15][CH3:16])=[N:5]1)[CH:2]=[CH2:3].[Br:17][C:18]1[CH:23]=[CH:22][C:21]([CH2:24][CH2:25]I)=[C:20]([Cl:27])[CH:19]=1.O, predict the reaction product. (2) Given the reactants [I:1][C:2]1[CH:3]=[C:4]2[C:8](=[CH:9][CH:10]=1)[NH:7][CH:6]=[CH:5]2.[H-].[Na+].[F:13][CH:14]([F:26])[O:15][C:16]1[CH:21]=[CH:20][C:19]([S:22](Cl)(=[O:24])=[O:23])=[CH:18][CH:17]=1.O, predict the reaction product. The product is: [F:26][CH:14]([F:13])[O:15][C:16]1[CH:17]=[CH:18][C:19]([S:22]([N:7]2[C:8]3[C:4](=[CH:3][C:2]([I:1])=[CH:10][CH:9]=3)[CH:5]=[CH:6]2)(=[O:24])=[O:23])=[CH:20][CH:21]=1. (3) Given the reactants [CH3:1][O:2][C:3]1[C:8]2[N:9]=[C:10]([NH2:12])[O:11][C:7]=2[C:6]([NH2:13])=[CH:5][CH:4]=1.C(=O)([O-])[O-].[K+].[K+].I[CH2:21][CH2:22][O:23][CH2:24][CH2:25]I, predict the reaction product. The product is: [CH3:1][O:2][C:3]1[C:8]2[N:9]=[C:10]([NH2:12])[O:11][C:7]=2[C:6]([N:13]2[CH2:25][CH2:24][O:23][CH2:22][CH2:21]2)=[CH:5][CH:4]=1. (4) Given the reactants [Cl:1][C:2]1[CH:23]=[CH:22][C:21]2[C:20](=O)[C:19]3[C:6](=[CH:7][C:8]4[C:9](=O)[C:10]5[C:15]([C:16](=O)[C:17]=4[CH:18]=3)=[CH:14][C:13]([Cl:26])=[CH:12][CH:11]=5)[C:5](=O)[C:4]=2[CH:3]=1.[BH4-].[Na+].CO.Cl, predict the reaction product. The product is: [Cl:1][C:2]1[CH:23]=[CH:22][C:21]2[C:4](=[CH:5][C:6]3[C:19]([CH:20]=2)=[CH:18][C:17]2[C:8](=[CH:9][C:10]4[C:15]([CH:16]=2)=[CH:14][C:13]([Cl:26])=[CH:12][CH:11]=4)[CH:7]=3)[CH:3]=1.